From a dataset of Peptide-MHC class II binding affinity with 134,281 pairs from IEDB. Regression. Given a peptide amino acid sequence and an MHC pseudo amino acid sequence, predict their binding affinity value. This is MHC class II binding data. (1) The peptide sequence is KTDCTKEVEEAWASA. The MHC is DRB1_1001 with pseudo-sequence DRB1_1001. The binding affinity (normalized) is 0.0548. (2) The peptide sequence is ENIQCFLPNPAGVQLEDPEF. The MHC is DRB1_1101 with pseudo-sequence DRB1_1101. The binding affinity (normalized) is 0.324.